The task is: Regression. Given two drug SMILES strings and cell line genomic features, predict the synergy score measuring deviation from expected non-interaction effect.. This data is from NCI-60 drug combinations with 297,098 pairs across 59 cell lines. (1) Drug 1: CS(=O)(=O)C1=CC(=C(C=C1)C(=O)NC2=CC(=C(C=C2)Cl)C3=CC=CC=N3)Cl. Drug 2: C1=CC(=CC=C1CC(C(=O)O)N)N(CCCl)CCCl.Cl. Cell line: SNB-75. Synergy scores: CSS=-2.74, Synergy_ZIP=0.536, Synergy_Bliss=1.39, Synergy_Loewe=-5.38, Synergy_HSA=-2.22. (2) Drug 1: CN1CCC(CC1)COC2=C(C=C3C(=C2)N=CN=C3NC4=C(C=C(C=C4)Br)F)OC. Drug 2: N.N.Cl[Pt+2]Cl. Cell line: SK-MEL-2. Synergy scores: CSS=0.168, Synergy_ZIP=1.93, Synergy_Bliss=4.52, Synergy_Loewe=-0.385, Synergy_HSA=0.884. (3) Drug 1: CC1=C(C=C(C=C1)NC2=NC=CC(=N2)N(C)C3=CC4=NN(C(=C4C=C3)C)C)S(=O)(=O)N.Cl. Drug 2: COCCOC1=C(C=C2C(=C1)C(=NC=N2)NC3=CC=CC(=C3)C#C)OCCOC.Cl. Cell line: SK-MEL-5. Synergy scores: CSS=1.72, Synergy_ZIP=-1.38, Synergy_Bliss=-1.89, Synergy_Loewe=-6.92, Synergy_HSA=-4.07. (4) Drug 1: CC1=C2C(C(=O)C3(C(CC4C(C3C(C(C2(C)C)(CC1OC(=O)C(C(C5=CC=CC=C5)NC(=O)OC(C)(C)C)O)O)OC(=O)C6=CC=CC=C6)(CO4)OC(=O)C)OC)C)OC. Drug 2: COC1=CC(=CC(=C1O)OC)C2C3C(COC3=O)C(C4=CC5=C(C=C24)OCO5)OC6C(C(C7C(O6)COC(O7)C8=CC=CS8)O)O. Cell line: HOP-62. Synergy scores: CSS=46.1, Synergy_ZIP=-2.05, Synergy_Bliss=-3.52, Synergy_Loewe=-2.44, Synergy_HSA=0.866. (5) Drug 1: CC1=CC2C(CCC3(C2CCC3(C(=O)C)OC(=O)C)C)C4(C1=CC(=O)CC4)C. Drug 2: C1CCC(C(C1)N)N.C(=O)(C(=O)[O-])[O-].[Pt+4]. Cell line: OVCAR-5. Synergy scores: CSS=-0.791, Synergy_ZIP=-3.47, Synergy_Bliss=-5.79, Synergy_Loewe=-31.6, Synergy_HSA=-8.92.